Dataset: Human Reference Interactome with 51,813 positive PPI pairs across 8,248 proteins, plus equal number of experimentally-validated negative pairs. Task: Binary Classification. Given two protein amino acid sequences, predict whether they physically interact or not. (1) Protein 1 (ENSG00000170113) has sequence MGTAAAAAAAAAAAAAGEGARSPSPAAVSLGLGVAVVSSLVNGSTFVLQKKGIVRAKRRGTSYLTDIVWWAGTIAMAVGQIGNFLAYTAVPTVLVTPLGALGVPFGSILASYLLKEKLNILGKLGCLLSCAGSVVLIIHSPKSESVTTQAELEEKLTNPVFVGYLCIVLLMLLLLIFWIAPAHGPTNIMVYISICSLLGSFTVPSTKGIGLAAQDILHNNPSSQRALCLCLVLLAVLGCSIIVQFRYINKALECFDSSVFGAIYYVVFTTLVLLASAILFREWSNVGLVDFLGMACGFTT.... Protein 2 (ENSG00000132359) has sequence MFGRKRSVSFGGFGWIDKTMLASLKVKKQELANSSDATLPDRPLSPPLTAPPTMKSSEFFEMLEKMQGIKLEEQKPGPQKNKDDYIPYPSIDEVVEKGGPYPQVILPQFGGYWIEDPENVGTPTSLGSSICEEEEEDNLSPNTFGYKLECKGEARAYRRHFLGKDHLNFYCTGSSLGNLILSVKCEEAEGIEYLRVILRSKLKTVHERIPLAGLSKLPSVPQIAKAFCDDAVGLRFNPVLYPKASQMIVSYDEHEVNNTFKFGVIYQKARQTLEEELFGNNEESPAFKEFLDLLGDTITL.... Result: 0 (the proteins do not interact). (2) Result: 1 (the proteins interact). Protein 1 (ENSG00000124507) has sequence MSSSYDEASLAPEETTDSFWEVGNYKRTVKRIDDGHRLCNDLMNCVQERAKIEKAYGQQLTDWAKRWRQLIEKGPQYGSLERAWGAIMTEADKVSELHQEVKNNLLNEDLEKVKNWQKDAYHKQIMGGFKETKEAEDGFRKAQKPWAKKMKELEAAKKAYHLACKEEKLAMTREMNSKTEQSVTPEQQKKLQDKVDKCKQDVQKTQEKYEKVLEDVGKTTPQYMENMEQVFEQCQQFEEKRLVFLKEVLLDIKRHLNLAENSSYIHVYRELEQAIRGADAQEDLRWFRSTSGPGMPMNWP.... Protein 2 (ENSG00000165912) has sequence MAPEEDAGGEALGGSFWEAGNYRRTVQRVEDGHRLCGDLVSCFQERARIEKAYAQQLADWARKWRGTVEKGPQYGTLEKAWHAFFTAAERLSALHLEVREKLQGQDSERVRAWQRGAFHRPVLGGFRESRAAEDGFRKAQKPWLKRLKEVEASKKSYHAARKDEKTAQTRESHAKADSAVSQEQLRKLQERVERCAKEAEKTKAQYEQTLAELHRYTPRYMEDMEQAFETCQAAERQRLLFFKDMLLTLHQHLDLSSSEKFHELHRDLHQGIEAASDEEDLRWWRSTHGPGMAMNWPQFE....